Dataset: Full USPTO retrosynthesis dataset with 1.9M reactions from patents (1976-2016). Task: Predict the reactants needed to synthesize the given product. Given the product [ClH:26].[OH:18][C@@H:14]1[CH2:13][C@@H:12]2[CH2:17][CH2:16][C@H:15]1[C@@H:10]([C:8]([N:4]1[CH2:5][CH2:6][CH2:7][C@H:3]1[C:1]#[N:2])=[O:9])[NH:11]2, predict the reactants needed to synthesize it. The reactants are: [C:1]([C@@H:3]1[CH2:7][CH2:6][CH2:5][N:4]1[C:8]([C@@H:10]1[C@@H:15]2[CH2:16][CH2:17][C@@H:12]([CH2:13][C@H:14]2[OH:18])[N:11]1C(OC(C)(C)C)=O)=[O:9])#[N:2].[ClH:26].